From a dataset of Peptide-MHC class I binding affinity with 185,985 pairs from IEDB/IMGT. Regression. Given a peptide amino acid sequence and an MHC pseudo amino acid sequence, predict their binding affinity value. This is MHC class I binding data. (1) The peptide sequence is KEGKLQCRI. The MHC is HLA-B15:17 with pseudo-sequence HLA-B15:17. The binding affinity (normalized) is 0.0847. (2) The peptide sequence is VPRRKAKII. The MHC is HLA-A24:02 with pseudo-sequence HLA-A24:02. The binding affinity (normalized) is 0. (3) The peptide sequence is YFYMNKEEV. The MHC is H-2-Kb with pseudo-sequence H-2-Kb. The binding affinity (normalized) is 0.132.